Dataset: Reaction yield outcomes from USPTO patents with 853,638 reactions. Task: Predict the reaction yield, written as a fraction of the theoretical maximum amount of product (1.0 means a 100% yield; for example, 0.34 means a 34% yield). The reactants are [CH2:1]([P:3]([CH2:6][CH2:7][OH:8])(=[O:5])[OH:4])[CH3:2].CC(C)=[O:11].OS(O)(=O)=O.O=[Cr](=O)=O.C(O)(C)C. The catalyst is CC(C)=O. The product is [CH2:1]([P:3]([OH:4])([CH2:6][C:7]([OH:11])=[O:8])=[O:5])[CH3:2]. The yield is 0.810.